The task is: Predict the reactants needed to synthesize the given product.. This data is from Full USPTO retrosynthesis dataset with 1.9M reactions from patents (1976-2016). (1) Given the product [CH3:1][C:2]1[C:6]([CH2:7][NH:8][C:9]2[CH:10]=[CH:11][C:12]([CH2:15][C:16]([NH:27][CH:26]([C:20]3[CH:25]=[CH:24][CH:23]=[CH:22][CH:21]=3)[C:28]3[CH:33]=[CH:32][C:31]([CH3:34])=[CH:30][CH:29]=3)=[O:18])=[CH:13][CH:14]=2)=[C:5]([CH3:19])[O:4][N:3]=1, predict the reactants needed to synthesize it. The reactants are: [CH3:1][C:2]1[C:6]([CH2:7][NH:8][C:9]2[CH:14]=[CH:13][C:12]([CH2:15][C:16]([OH:18])=O)=[CH:11][CH:10]=2)=[C:5]([CH3:19])[O:4][N:3]=1.[C:20]1([CH:26]([C:28]2[CH:33]=[CH:32][C:31]([CH3:34])=[CH:30][CH:29]=2)[NH2:27])[CH:25]=[CH:24][CH:23]=[CH:22][CH:21]=1. (2) Given the product [CH:62]1[C:61]([NH:60]/[C:59](/[NH2:68])=[N:58]/[C:57]([NH2:69])=[N:56][CH2:55][CH2:54][CH2:53][CH2:52][CH2:51][CH2:50][N:49]=[C:48]([NH2:70])/[N:47]=[C:46](\[NH2:71])/[NH:45][C:44]2[CH:43]=[CH:42][C:41]([Cl:72])=[CH:40][CH:39]=2)=[CH:66][CH:65]=[C:64]([Cl:67])[CH:63]=1, predict the reactants needed to synthesize it. The reactants are: CCCCCCCC/C=C\CCCCCCCC(OC[C@@H](O)[C@H]1OC[C@H](O)[C@H]1O)=O.CC(O)=O.CC(O)=O.[CH:39]1[C:44]([NH:45]/[C:46](/[NH2:71])=[N:47]/[C:48]([NH2:70])=[N:49][CH2:50][CH2:51][CH2:52][CH2:53][CH2:54][CH2:55][N:56]=[C:57]([NH2:69])/[N:58]=[C:59](\[NH2:68])/[NH:60][C:61]2[CH:66]=[CH:65][C:64]([Cl:67])=[CH:63][CH:62]=2)=[CH:43][CH:42]=[C:41]([Cl:72])[CH:40]=1.CCO[Si](OCC)(OCC)OCC.Cl.C1C2C(CCCC2)CCC1.O. (3) Given the product [C:19]([C:2]1[C:3]([CH3:12])=[C:4]([CH:9]=[CH:10][CH:11]=1)[C:5]([O:7][CH3:8])=[O:6])#[N:20], predict the reactants needed to synthesize it. The reactants are: Br[C:2]1[C:3]([CH3:12])=[C:4]([CH:9]=[CH:10][CH:11]=1)[C:5]([O:7][CH3:8])=[O:6].C([O-])([O-])=O.[Na+].[Na+].[CH3:19][N:20](C)C(=O)C. (4) Given the product [C:2]1([CH:8]2[CH2:9][CH2:10][N:11]([CH2:14][C:15]3[S:19][C:18]([NH:20][S:22]([CH3:21])(=[O:24])=[O:23])=[N:17][CH:16]=3)[CH2:12][CH2:13]2)[CH:3]=[CH:4][CH:5]=[CH:6][CH:7]=1, predict the reactants needed to synthesize it. The reactants are: Cl.[C:2]1([CH:8]2[CH2:13][CH2:12][N:11]([CH2:14][C:15]3[S:19][C:18]([NH2:20])=[N:17][CH:16]=3)[CH2:10][CH2:9]2)[CH:7]=[CH:6][CH:5]=[CH:4][CH:3]=1.[CH3:21][S:22](Cl)(=[O:24])=[O:23]. (5) Given the product [CH3:8][C:6]1[C:5]([N+:9]([O-:11])=[O:10])=[CH:4][CH:3]=[C:2]([CH:12]=[CH2:13])[N:7]=1, predict the reactants needed to synthesize it. The reactants are: Cl[C:2]1[N:7]=[C:6]([CH3:8])[C:5]([N+:9]([O-:11])=[O:10])=[CH:4][CH:3]=1.[CH2:12]([Sn](CCCC)(CCCC)C=C)[CH2:13]CC. (6) Given the product [CH3:1][O:2][C:3]([C:5]1[C:6]([OH:30])=[C:7]2[C:12](=[C:13]([C:36]3[CH:35]=[N:34][C:33]([S:32][CH3:31])=[N:38][CH:37]=3)[N:14]=1)[N:11]([CH2:16][C:17]1[CH:22]=[CH:21][CH:20]=[CH:19][CH:18]=1)[C:10](=[O:23])[C:9]([C:24]1[CH:29]=[CH:28][CH:27]=[CH:26][CH:25]=1)=[CH:8]2)=[O:4], predict the reactants needed to synthesize it. The reactants are: [CH3:1][O:2][C:3]([C:5]1[C:6]([OH:30])=[C:7]2[C:12](=[C:13](Br)[N:14]=1)[N:11]([CH2:16][C:17]1[CH:22]=[CH:21][CH:20]=[CH:19][CH:18]=1)[C:10](=[O:23])[C:9]([C:24]1[CH:29]=[CH:28][CH:27]=[CH:26][CH:25]=1)=[CH:8]2)=[O:4].[CH3:31][S:32][C:33]1[N:38]=[CH:37][C:36]([Sn](CCCC)(CCCC)CCCC)=[CH:35][N:34]=1.CCOC(C)=O.Cl. (7) Given the product [C:5]([NH:9][C:10](=[O:41])[C:11]1[CH:12]=[CH:13][C:14]([S:17]([N:20]2[C:28]3[C:23](=[CH:24][C:25]([OH:29])=[CH:26][CH:27]=3)[C:22]([C:33]3[CH:38]=[CH:37][CH:36]=[CH:35][C:34]=3[Cl:39])([CH3:32])[C:21]2=[O:40])(=[O:18])=[O:19])=[CH:15][CH:16]=1)([CH3:6])([CH3:7])[CH3:8], predict the reactants needed to synthesize it. The reactants are: B(Br)(Br)Br.[C:5]([NH:9][C:10](=[O:41])[C:11]1[CH:16]=[CH:15][C:14]([S:17]([N:20]2[C:28]3[C:23](=[CH:24][C:25]([O:29]CC)=[CH:26][CH:27]=3)[C:22]([C:33]3[CH:38]=[CH:37][CH:36]=[CH:35][C:34]=3[Cl:39])([CH3:32])[C:21]2=[O:40])(=[O:19])=[O:18])=[CH:13][CH:12]=1)([CH3:8])([CH3:7])[CH3:6].C(N(CC)CC)C. (8) Given the product [O-:9][N+:12]1[CH:17]=[CH:16][CH:15]=[C:14]([C:18]2[CH:19]=[C:20]([C:28]3[CH:29]=[CH:30][CH:31]=[CH:32][CH:33]=3)[CH:21]=[CH:22][C:23]=2[C:24]([O:26][CH3:27])=[O:25])[CH:13]=1, predict the reactants needed to synthesize it. The reactants are: C1C=C(Cl)C=C(C(OO)=[O:9])C=1.[N:12]1[CH:17]=[CH:16][CH:15]=[C:14]([C:18]2[CH:19]=[C:20]([C:28]3[CH:33]=[CH:32][CH:31]=[CH:30][CH:29]=3)[CH:21]=[CH:22][C:23]=2[C:24]([O:26][CH3:27])=[O:25])[CH:13]=1.